This data is from Forward reaction prediction with 1.9M reactions from USPTO patents (1976-2016). The task is: Predict the product of the given reaction. Given the reactants [C:1]1(B(O)O)[CH:6]=[CH:5][CH:4]=[CH:3][CH:2]=1.[F-].[K+].Cl[C:13]1[CH:18]=[CH:17][C:16]([O:19][CH3:20])=[CH:15][CH:14]=1, predict the reaction product. The product is: [CH3:20][O:19][C:16]1[CH:17]=[CH:18][C:13]([C:1]2[CH:6]=[CH:5][CH:4]=[CH:3][CH:2]=2)=[CH:14][CH:15]=1.